This data is from Reaction yield outcomes from USPTO patents with 853,638 reactions. The task is: Predict the reaction yield, written as a fraction of the theoretical maximum amount of product (1.0 means a 100% yield; for example, 0.34 means a 34% yield). (1) The reactants are [Cl:1][C:2]1[S:3][C:4]([Cl:10])=[CH:5][C:6]=1[C:7](Cl)=[O:8].N1C=CC=CC=1.Cl.[CH3:18][NH:19][O:20][CH3:21]. The catalyst is C(Cl)Cl. The product is [Cl:1][C:2]1[S:3][C:4]([Cl:10])=[CH:5][C:6]=1[C:7]([N:19]([O:20][CH3:21])[CH3:18])=[O:8]. The yield is 0.910. (2) The reactants are Cl.[Cl:2][C:3]1[CH:4]=[C:5]2[C:9](=[CH:10][CH:11]=1)[NH:8][CH:7]=[C:6]2[CH2:12][CH2:13][NH2:14].C1CN([P+](ON2N=NC3C=CC=CC2=3)(N2CCCC2)N2CCCC2)CC1.F[P-](F)(F)(F)(F)F.[F:48][C:49]1[CH:54]=[CH:53][CH:52]=[CH:51][C:50]=1[N:55]1[CH2:59][CH2:58][CH:57]([C:60](O)=[O:61])[C:56]1=[O:63]. The catalyst is CN(C=O)C. The product is [Cl:2][C:3]1[CH:4]=[C:5]2[C:9](=[CH:10][CH:11]=1)[NH:8][CH:7]=[C:6]2[CH2:12][CH2:13][NH:14][C:60]([CH:57]1[CH2:58][CH2:59][N:55]([C:50]2[CH:51]=[CH:52][CH:53]=[CH:54][C:49]=2[F:48])[C:56]1=[O:63])=[O:61]. The yield is 0.440. (3) The yield is 0.790. The catalyst is C=O.O.[OH-].[Na+]. The reactants are Cl.[Cl:2][C:3]1[CH:4]=[C:5]([C:10]23[CH2:15][CH:14]2[CH2:13][NH:12][CH2:11]3)[CH:6]=[CH:7][C:8]=1[Cl:9].[CH:16](O)=O. The product is [Cl:2][C:3]1[CH:4]=[C:5]([C:10]23[CH2:15][CH:14]2[CH2:13][N:12]([CH3:16])[CH2:11]3)[CH:6]=[CH:7][C:8]=1[Cl:9]. (4) The reactants are CC1C=CC(S(O[CH2:12][CH:13]2[CH2:17][C:16]3[CH:18]=[C:19]([Cl:30])[CH:20]=[C:21](OS(C(F)(F)F)(=O)=O)[C:15]=3[O:14]2)(=O)=O)=CC=1.[Cl:31][C:32]1[CH:37]=[CH:36][CH:35]=[CH:34][C:33]=1B(O)O.C(=O)([O-])[O-].[K+].[K+].C(C1C=CC=CC=1B1OC(C)(C)C(C)(C)O1)(C)C.CC1C=CC(S(OCC2CC3C=C(Cl)C=C(C4C=CC=CC=4Cl)C=3O2)(=O)=O)=CC=1.S(C1C=CC(C)=CC=1)([O-])(=O)=O.[N-:105]=[N+]=[N-].[Na+].N(CC1CC2C=C(Cl)C=C(C3C=CC=CC=3C)C=2O1)=[N+]=[N-].[N-]=[N+]=[N-]. The catalyst is C1C=CC([PH+]([C]2[CH][CH][CH][CH]2)C2C=CC=CC=2)=CC=1.C1C=CC([PH+]([C]2[CH][CH][CH][CH]2)C2C=CC=CC=2)=CC=1.C(Cl)Cl.Cl[Pd]Cl.[Fe].[Pt]. The product is [Cl:30][C:19]1[CH:20]=[C:21]([C:33]2[CH:34]=[CH:35][CH:36]=[CH:37][C:32]=2[Cl:31])[C:15]2[O:14][CH:13]([CH2:12][NH2:105])[CH2:17][C:16]=2[CH:18]=1. The yield is 0.800. (5) The product is [NH2:13][C:12]1[CH:11]=[CH:10][C:5]([C:6]([O:8][CH3:9])=[O:7])=[CH:4][C:3]=1[O:2][CH3:1]. The catalyst is CO.[Ni]. The reactants are [CH3:1][O:2][C:3]1[CH:4]=[C:5]([CH:10]=[CH:11][C:12]=1[N+:13]([O-])=O)[C:6]([O:8][CH3:9])=[O:7]. The yield is 0.867. (6) The reactants are [C:1]([O:5][C:6](=[O:29])[N:7]([CH2:18][C:19]1[CH:24]=[CH:23][C:22]([C:25]([CH3:28])([CH3:27])[CH3:26])=[CH:21][CH:20]=1)[CH2:8][CH2:9][C:10]1[CH:15]=[CH:14][CH:13]=[C:12]([C:16]#[CH:17])[CH:11]=1)([CH3:4])([CH3:3])[CH3:2]. The catalyst is CO.[Pd]. The product is [C:1]([O:5][C:6](=[O:29])[N:7]([CH2:18][C:19]1[CH:24]=[CH:23][C:22]([C:25]([CH3:28])([CH3:27])[CH3:26])=[CH:21][CH:20]=1)[CH2:8][CH2:9][C:10]1[CH:15]=[CH:14][CH:13]=[C:12]([CH2:16][CH3:17])[CH:11]=1)([CH3:4])([CH3:2])[CH3:3]. The yield is 0.480. (7) The reactants are [Cl:1][C:2]1[CH:9]=[CH:8][C:5]([C:6]#[N:7])=[C:4](F)[CH:3]=1.[CH2:11]([O:13][C:14]1[CH:15]=[C:16]([CH:19]=[CH:20][C:21]=1[OH:22])[CH:17]=[O:18])[CH3:12].C(=O)([O-])[O-].[Cs+].[Cs+].O. The catalyst is CN(C=O)C. The product is [Cl:1][C:2]1[CH:9]=[CH:8][C:5]([C:6]#[N:7])=[C:4]([O:22][C:21]2[CH:20]=[CH:19][C:16]([CH:17]=[O:18])=[CH:15][C:14]=2[O:13][CH2:11][CH3:12])[CH:3]=1. The yield is 0.860. (8) The reactants are Br[C:2]1[CH:7]=[CH:6][C:5]([C:8]([F:11])([F:10])[F:9])=[C:4]([F:12])[CH:3]=1.CCOCC.C([Li])CCC.CON(C)[C:26]([C@H:28]1[CH2:32][CH2:31][CH2:30][N:29]1[C:33]([O:35][C:36]([CH3:39])([CH3:38])[CH3:37])=[O:34])=[O:27]. The catalyst is C1COCC1. The product is [F:12][C:4]1[CH:3]=[C:2]([CH:7]=[CH:6][C:5]=1[C:8]([F:11])([F:10])[F:9])[C:26]([C@H:28]1[CH2:32][CH2:31][CH2:30][N:29]1[C:33]([O:35][C:36]([CH3:39])([CH3:38])[CH3:37])=[O:34])=[O:27]. The yield is 0.332. (9) The reactants are [CH2:1]([C:4]1[N:9]=[C:8]2[N:10]([C@@H:15]3[C:23]4[C:18](=[CH:19][C:20]([C:24]5[CH:29]=[CH:28][CH:27]=[CH:26][C:25]=5[C:30]5[N:34](C(C6C=CC=CC=6)(C6C=CC=CC=6)C6C=CC=CC=6)[N:33]=[N:32][N:31]=5)=[CH:21][CH:22]=4)[CH2:17][CH2:16]3)[C:11]([CH2:13][CH3:14])=[N:12][C:7]2=[C:6]([CH3:54])[CH:5]=1)[CH:2]=[CH2:3]. The catalyst is CO. The product is [CH2:1]([C:4]1[N:9]=[C:8]2[N:10]([C@@H:15]3[C:23]4[C:18](=[CH:19][C:20]([C:24]5[CH:29]=[CH:28][CH:27]=[CH:26][C:25]=5[C:30]5[NH:34][N:33]=[N:32][N:31]=5)=[CH:21][CH:22]=4)[CH2:17][CH2:16]3)[C:11]([CH2:13][CH3:14])=[N:12][C:7]2=[C:6]([CH3:54])[CH:5]=1)[CH:2]=[CH2:3]. The yield is 0.760.